Dataset: Reaction yield outcomes from USPTO patents with 853,638 reactions. Task: Predict the reaction yield, written as a fraction of the theoretical maximum amount of product (1.0 means a 100% yield; for example, 0.34 means a 34% yield). (1) The reactants are CC(C)(C)C([O:5][CH2:6][C@@H:7]1[C@@H:12]([O:13]C(=O)C(C)(C)C)[C@H:11]([O:20]C(=O)C(C)(C)C)[C@H:10]([O:27]C(=O)C(C)(C)C)[C@@H:9]([C:34]2[CH:39]=[CH:38][CH:37]=[C:36]([C:40]#[C:41][Si](C)(C)C)[CH:35]=2)[O:8]1)=O.C[O-]. The catalyst is CO. The product is [C:40]([C:36]1[CH:35]=[C:34]([C@@H:9]2[C@@H:10]([OH:27])[C@@H:11]([OH:20])[C@H:12]([OH:13])[C@@H:7]([CH2:6][OH:5])[O:8]2)[CH:39]=[CH:38][CH:37]=1)#[CH:41]. The yield is 0.550. (2) The reactants are [Br:1][C:2]1[CH:7]=[CH:6][C:5](/[CH:8]=[CH:9]\[C:10]2[CH:15]=[CH:14][C:13]([Br:16])=[CH:12][C:11]=2I)=[C:4](I)[CH:3]=1.[Li].CN(CCN(C)C)C.[CH3:28][Sn:29](Cl)(Cl)[CH3:30]. The catalyst is C(OCC)C.C1COCC1. The product is [Br:1][C:2]1[CH:7]=[CH:6][C:5]2[CH:8]=[CH:9][C:10]3[CH:15]=[CH:14][C:13]([Br:16])=[CH:12][C:11]=3[Sn:29]([CH3:30])([CH3:28])[C:4]=2[CH:3]=1. The yield is 0.730. (3) The yield is 0.780. The reactants are [N+:1]([C:4]1[S:8][C:7]([C:9]([OH:11])=O)=[CH:6][CH:5]=1)([O-:3])=[O:2].O=S(Cl)Cl.[NH2:16][C:17]1[CH:22]=[CH:21][N:20]=[CH:19][C:18]=1[OH:23].C([O-])([O-])=O.[Na+].[Na+]. The product is [OH:23][C:18]1[CH:19]=[N:20][CH:21]=[CH:22][C:17]=1[NH:16][C:9]([C:7]1[S:8][C:4]([N+:1]([O-:3])=[O:2])=[CH:5][CH:6]=1)=[O:11]. The catalyst is N1C=CC=CC=1.O.CC(O)=O.